Dataset: Full USPTO retrosynthesis dataset with 1.9M reactions from patents (1976-2016). Task: Predict the reactants needed to synthesize the given product. Given the product [F:15][CH:2]([F:1])[C:3]1([C:9]([OH:11])=[O:10])[CH2:6][C:5]([F:7])([F:8])[CH2:4]1, predict the reactants needed to synthesize it. The reactants are: [F:1][CH:2]([F:15])[C:3]1([C:9]([O:11]C(C)C)=[O:10])[CH2:6][C:5]([F:8])([F:7])[CH2:4]1.[OH-].[Na+].